This data is from Forward reaction prediction with 1.9M reactions from USPTO patents (1976-2016). The task is: Predict the product of the given reaction. (1) The product is: [Br:24][C:2]1[C:11]2[N:10]=[CH:9][C:8](=[O:12])[NH:7][C:6]=2[N:5]=[C:4]([S:13][CH2:14][C:15]2[CH:20]=[CH:19][CH:18]=[C:17]([F:21])[C:16]=2[F:22])[N:3]=1. Given the reactants N[C:2]1[C:11]2[N:10]=[CH:9][C:8](=[O:12])[NH:7][C:6]=2[N:5]=[C:4]([S:13][CH2:14][C:15]2[CH:20]=[CH:19][CH:18]=[C:17]([F:21])[C:16]=2[F:22])[N:3]=1.C(Br)(Br)[Br:24].C(ON=O)CC(C)C.C(#N)C, predict the reaction product. (2) Given the reactants [OH:1][NH:2][C:3]([C:5]1[C:10]([N+:11]([O-:13])=[O:12])=[CH:9][CH:8]=[CH:7][N:6]=1)=[NH:4].[N+:14]([C:17]1[CH:18]=[C:19]([CH:23]=[CH:24][CH:25]=1)[C:20](O)=O)([O-:16])=[O:15], predict the reaction product. The product is: [N+:11]([C:10]1[C:5]([C:3]2[N:4]=[C:20]([C:19]3[CH:23]=[CH:24][CH:25]=[C:17]([N+:14]([O-:16])=[O:15])[CH:18]=3)[O:1][N:2]=2)=[N:6][CH:7]=[CH:8][CH:9]=1)([O-:13])=[O:12]. (3) Given the reactants [C:1]1([C:35]2[CH:40]=[CH:39][CH:38]=[CH:37][CH:36]=2)[CH:6]=[CH:5][C:4]([C:7]([NH:9][CH2:10][CH2:11][O:12][C:13]2[CH:18]=[CH:17][C:16]([CH2:19][CH:20]([N:26]([CH2:33][CH3:34])[C:27]3[CH:32]=[CH:31][CH:30]=[CH:29][CH:28]=3)[C:21]([O:23]CC)=[O:22])=[CH:15][CH:14]=2)=[O:8])=[CH:3][CH:2]=1.[OH-].[Na+], predict the reaction product. The product is: [C:1]1([C:35]2[CH:40]=[CH:39][CH:38]=[CH:37][CH:36]=2)[CH:2]=[CH:3][C:4]([C:7]([NH:9][CH2:10][CH2:11][O:12][C:13]2[CH:18]=[CH:17][C:16]([CH2:19][CH:20]([N:26]([CH2:33][CH3:34])[C:27]3[CH:28]=[CH:29][CH:30]=[CH:31][CH:32]=3)[C:21]([OH:23])=[O:22])=[CH:15][CH:14]=2)=[O:8])=[CH:5][CH:6]=1. (4) Given the reactants [CH2:1]([S:4][C:5]1[N:13]=[C:12]2[C:8]([N:9]=[CH:10][N:11]2[C@@H:14]2[O:26][C@H:25]([CH2:27][O:28]C(=O)C)[C@@H:20]([O:21]C(=O)C)[C@H:15]2[O:16]C(=O)C)=[C:7](Cl)[N:6]=1)[CH2:2][CH3:3].[CH2:33]([NH2:40])[C:34]1[CH:39]=[CH:38][CH:37]=[CH:36][CH:35]=1, predict the reaction product. The product is: [CH2:1]([S:4][C:5]1[N:13]=[C:12]2[C:8]([N:9]=[CH:10][N:11]2[C@@H:14]2[O:26][C@H:25]([CH2:27][OH:28])[C@@H:20]([OH:21])[C@H:15]2[OH:16])=[C:7]([NH:40][CH2:33][C:34]2[CH:39]=[CH:38][CH:37]=[CH:36][CH:35]=2)[N:6]=1)[CH2:2][CH3:3]. (5) Given the reactants [F:1][C:2]([F:7])([F:6])[C:3]([OH:5])=[O:4].[CH2:8]([S:10]([N:13]1[CH2:18][CH2:17][CH:16]([C:19]2[C:27]3[C:22](=[C:23]([C:43]([NH2:45])=[O:44])[CH:24]=[C:25]([C:28]4[CH:33]=[C:32]([CH2:34][NH:35][CH2:36][C@@H:37]5CCCO5)[CH:31]=[C:30]([F:42])[CH:29]=4)[CH:26]=3)[NH:21][CH:20]=2)[CH2:15][CH2:14]1)(=[O:12])=[O:11])[CH3:9].O1CC[CH2:48][C@H:47]1[CH2:51]N, predict the reaction product. The product is: [F:1][C:2]([F:7])([F:6])[C:3]([OH:5])=[O:4].[CH3:37][C@@H:36]([NH:35][CH2:34][C:32]1[CH:33]=[C:28]([C:25]2[CH:26]=[C:27]3[C:22](=[C:23]([C:43]([NH2:45])=[O:44])[CH:24]=2)[NH:21][CH:20]=[C:19]3[CH:16]2[CH2:15][CH2:14][N:13]([S:10]([CH2:8][CH3:9])(=[O:11])=[O:12])[CH2:18][CH2:17]2)[CH:29]=[C:30]([F:42])[CH:31]=1)[CH:47]([CH3:51])[CH3:48].